Dataset: hERG Central: cardiac toxicity at 1µM, 10µM, and general inhibition. Task: Predict hERG channel inhibition at various concentrations. The drug is Cc1ccc(OCC(=O)Nc2ccc(CN3CCCCC3)cc2)c(C)c1. Results: hERG_inhib (hERG inhibition (general)): blocker.